From a dataset of NCI-60 drug combinations with 297,098 pairs across 59 cell lines. Regression. Given two drug SMILES strings and cell line genomic features, predict the synergy score measuring deviation from expected non-interaction effect. (1) Drug 1: C1=CC(=CC=C1CCC2=CNC3=C2C(=O)NC(=N3)N)C(=O)NC(CCC(=O)O)C(=O)O. Drug 2: C(CN)CNCCSP(=O)(O)O. Cell line: PC-3. Synergy scores: CSS=59.3, Synergy_ZIP=5.57, Synergy_Bliss=4.74, Synergy_Loewe=-18.2, Synergy_HSA=4.39. (2) Drug 1: C1=NC2=C(N=C(N=C2N1C3C(C(C(O3)CO)O)O)F)N. Drug 2: CCN(CC)CCCC(C)NC1=C2C=C(C=CC2=NC3=C1C=CC(=C3)Cl)OC. Cell line: SF-268. Synergy scores: CSS=4.48, Synergy_ZIP=-1.40, Synergy_Bliss=0.191, Synergy_Loewe=-5.56, Synergy_HSA=-1.89. (3) Drug 1: CC(C1=C(C=CC(=C1Cl)F)Cl)OC2=C(N=CC(=C2)C3=CN(N=C3)C4CCNCC4)N. Drug 2: CC1=C2C(C(=O)C3(C(CC4C(C3C(C(C2(C)C)(CC1OC(=O)C(C(C5=CC=CC=C5)NC(=O)C6=CC=CC=C6)O)O)OC(=O)C7=CC=CC=C7)(CO4)OC(=O)C)O)C)OC(=O)C. Cell line: OVCAR3. Synergy scores: CSS=33.2, Synergy_ZIP=2.76, Synergy_Bliss=0.440, Synergy_Loewe=-52.5, Synergy_HSA=-1.23. (4) Drug 1: CC1OCC2C(O1)C(C(C(O2)OC3C4COC(=O)C4C(C5=CC6=C(C=C35)OCO6)C7=CC(=C(C(=C7)OC)O)OC)O)O. Drug 2: CC1CCC2CC(C(=CC=CC=CC(CC(C(=O)C(C(C(=CC(C(=O)CC(OC(=O)C3CCCCN3C(=O)C(=O)C1(O2)O)C(C)CC4CCC(C(C4)OC)OP(=O)(C)C)C)C)O)OC)C)C)C)OC. Cell line: NCI-H460. Synergy scores: CSS=40.8, Synergy_ZIP=-0.724, Synergy_Bliss=-0.915, Synergy_Loewe=1.27, Synergy_HSA=1.44. (5) Drug 1: CC12CCC3C(C1CCC2=O)CC(=C)C4=CC(=O)C=CC34C. Drug 2: CS(=O)(=O)OCCCCOS(=O)(=O)C. Cell line: MDA-MB-231. Synergy scores: CSS=29.3, Synergy_ZIP=-0.389, Synergy_Bliss=-0.374, Synergy_Loewe=-8.27, Synergy_HSA=-0.970. (6) Drug 1: CS(=O)(=O)C1=CC(=C(C=C1)C(=O)NC2=CC(=C(C=C2)Cl)C3=CC=CC=N3)Cl. Drug 2: CC1C(C(CC(O1)OC2CC(CC3=C2C(=C4C(=C3O)C(=O)C5=C(C4=O)C(=CC=C5)OC)O)(C(=O)CO)O)N)O.Cl. Cell line: OVCAR-5. Synergy scores: CSS=19.3, Synergy_ZIP=-3.73, Synergy_Bliss=-6.91, Synergy_Loewe=-5.58, Synergy_HSA=-3.07. (7) Cell line: HCC-2998. Drug 2: CC1C(C(CC(O1)OC2CC(CC3=C2C(=C4C(=C3O)C(=O)C5=CC=CC=C5C4=O)O)(C(=O)C)O)N)O. Synergy scores: CSS=57.4, Synergy_ZIP=-3.07, Synergy_Bliss=-5.34, Synergy_Loewe=-57.9, Synergy_HSA=-6.05. Drug 1: C1CC(=O)NC(=O)C1N2C(=O)C3=CC=CC=C3C2=O. (8) Synergy scores: CSS=21.4, Synergy_ZIP=0.865, Synergy_Bliss=6.29, Synergy_Loewe=6.99, Synergy_HSA=8.12. Cell line: UO-31. Drug 2: C1=CC(=CC=C1CCCC(=O)O)N(CCCl)CCCl. Drug 1: CC1=C(C=C(C=C1)NC2=NC=CC(=N2)N(C)C3=CC4=NN(C(=C4C=C3)C)C)S(=O)(=O)N.Cl. (9) Drug 1: C1CC(=O)NC(=O)C1N2CC3=C(C2=O)C=CC=C3N. Drug 2: CCCS(=O)(=O)NC1=C(C(=C(C=C1)F)C(=O)C2=CNC3=C2C=C(C=N3)C4=CC=C(C=C4)Cl)F. Cell line: MALME-3M. Synergy scores: CSS=29.4, Synergy_ZIP=-4.69, Synergy_Bliss=-7.81, Synergy_Loewe=-40.7, Synergy_HSA=-7.67.